This data is from Peptide-MHC class I binding affinity with 185,985 pairs from IEDB/IMGT. The task is: Regression. Given a peptide amino acid sequence and an MHC pseudo amino acid sequence, predict their binding affinity value. This is MHC class I binding data. (1) The peptide sequence is RVMGITAEW. The MHC is HLA-B57:01 with pseudo-sequence HLA-B57:01. The binding affinity (normalized) is 0.899. (2) The peptide sequence is EVHYSGINY. The MHC is HLA-B40:01 with pseudo-sequence HLA-B40:01. The binding affinity (normalized) is 0.0847. (3) The peptide sequence is KREEHYIVL. The MHC is HLA-B44:02 with pseudo-sequence HLA-B44:02. The binding affinity (normalized) is 0.0847. (4) The peptide sequence is KLINTLFHA. The MHC is HLA-B39:01 with pseudo-sequence HLA-B39:01. The binding affinity (normalized) is 0.0847. (5) The peptide sequence is SYSLFDMSKF. The MHC is Patr-A0701 with pseudo-sequence Patr-A0701. The binding affinity (normalized) is 0.407.